Dataset: Reaction yield outcomes from USPTO patents with 853,638 reactions. Task: Predict the reaction yield, written as a fraction of the theoretical maximum amount of product (1.0 means a 100% yield; for example, 0.34 means a 34% yield). The reactants are [F:1][C:2]1([F:22])[CH2:7][CH2:6][CH2:5][CH:4]([C:8]2[CH:13]=[CH:12][C:11]([O:14]COC)=[CH:10][C:9]=2[O:18]COC)[CH2:3]1. The catalyst is CO. The product is [F:1][C:2]1([F:22])[CH2:7][CH2:6][CH2:5][CH:4]([C:8]2[CH:13]=[CH:12][C:11]([OH:14])=[CH:10][C:9]=2[OH:18])[CH2:3]1. The yield is 0.230.